This data is from Catalyst prediction with 721,799 reactions and 888 catalyst types from USPTO. The task is: Predict which catalyst facilitates the given reaction. (1) Reactant: [Cl:1][C:2]1[CH:7]=[C:6]2[CH2:8][O:9][C:10]3[CH:37]=[C:36]4[C:13]([CH:14]=[CH:15][C:16]5[N:20]=[C:19]([C@@H:21]6[CH2:25][C@H:24]([O:26][CH2:27][CH3:28])[CH2:23][N:22]6C(OC(C)(C)C)=O)[NH:18][C:17]=54)=[CH:12][C:11]=3[C:5]2=[CH:4][CH:3]=1.Cl.[CH3:39][O:40][C:41]([NH:43][C@@H:44]([CH:48]([CH3:50])[CH3:49])[C:45](O)=[O:46])=[O:42].CN(C(ON1N=NC2C=CC=NC1=2)=[N+](C)C)C.F[P-](F)(F)(F)(F)F.CCN(C(C)C)C(C)C. Product: [Cl:1][C:2]1[CH:7]=[C:6]2[CH2:8][O:9][C:10]3[CH:37]=[C:36]4[C:13]([CH:14]=[CH:15][C:16]5[N:20]=[C:19]([C@@H:21]6[CH2:25][C@H:24]([O:26][CH2:27][CH3:28])[CH2:23][N:22]6[C:45](=[O:46])[C@@H:44]([NH:43][C:41](=[O:42])[O:40][CH3:39])[CH:48]([CH3:50])[CH3:49])[NH:18][C:17]=54)=[CH:12][C:11]=3[C:5]2=[CH:4][CH:3]=1. The catalyst class is: 61. (2) Reactant: C(OC(=O)[N:7]([C:10]1[S:14][C:13]([C:15]2[CH:16]=[N:17][CH:18]=[CH:19][CH:20]=2)=[N:12][C:11]=1[Cl:21])[CH2:8][CH3:9])(C)(C)C.O1CCOCC1.Cl.O1CCOCC1. Product: [ClH:21].[Cl:21][C:11]1[N:12]=[C:13]([C:15]2[CH:16]=[N:17][CH:18]=[CH:19][CH:20]=2)[S:14][C:10]=1[NH:7][CH2:8][CH3:9]. The catalyst class is: 28. (3) Reactant: [C@@H:1]1([NH:10][C:11]([N:13]2[C:21](=[O:22])[C:20]3[C:15](=[N:16][C:17]([Cl:24])=[CH:18][C:19]=3[CH3:23])[NH:14]2)=[O:12])[C:9]2[C:4](=[CH:5][CH:6]=[CH:7][CH:8]=2)[CH2:3][CH2:2]1.IC.N1[CH2:28]CCN2CCCCCC=12. Product: [C@@H:1]1([NH:10][C:11]([N:13]2[C:21](=[O:22])[C:20]3[C:15](=[N:16][C:17]([Cl:24])=[CH:18][C:19]=3[CH3:23])[N:14]2[CH3:28])=[O:12])[C:9]2[C:4](=[CH:5][CH:6]=[CH:7][CH:8]=2)[CH2:3][CH2:2]1. The catalyst class is: 3. (4) The catalyst class is: 2. Reactant: C(O[C:6](=O)[N:7]([CH:9]([C:11](=[O:40])[NH:12][CH:13]([C:16]([N:18]1[CH2:22][CH2:21][CH:20]2[N:23]([S:36]([CH3:39])(=[O:38])=[O:37])[CH2:24][CH:25]([C:26]3[C:34]4[C:29](=[CH:30][C:31]([F:35])=[CH:32][CH:33]=4)[NH:28][CH:27]=3)[CH:19]12)=[O:17])[CH2:14][CH3:15])[CH3:10])C)(C)(C)C.C(O)(C(F)(F)F)=O. Product: [F:35][C:31]1[CH:30]=[C:29]2[C:34]([C:26]([CH:25]3[CH:19]4[N:18]([C:16]([CH:13]([NH:12][C:11](=[O:40])[CH:9]([NH:7][CH3:6])[CH3:10])[CH2:14][CH3:15])=[O:17])[CH2:22][CH2:21][CH:20]4[N:23]([S:36]([CH3:39])(=[O:38])=[O:37])[CH2:24]3)=[CH:27][NH:28]2)=[CH:33][CH:32]=1. (5) Reactant: [C:1]([C:3]1[C:4]([CH2:21][CH2:22][CH3:23])=[CH:5][C:6](OS(C(F)(F)F)(=O)=O)=[N:7][C:8]=1[S:9][CH2:10][C:11]#[N:12])#[N:2].[O:24]1[C:28]2([CH2:33][CH2:32][NH:31][CH2:30][CH2:29]2)[O:27][CH2:26][CH2:25]1.C(N(CC)CC)C.O. Product: [NH2:2][C:1]1[C:3]2[C:8](=[N:7][C:6]([N:31]3[CH2:32][CH2:33][C:28]4([O:27][CH2:26][CH2:25][O:24]4)[CH2:29][CH2:30]3)=[CH:5][C:4]=2[CH2:21][CH2:22][CH3:23])[S:9][C:10]=1[C:11]#[N:12]. The catalyst class is: 12. (6) Reactant: [C:1]([C:4]1[C:5](=[O:21])[NH:6][C:7]2[C:12]([C:13]=1C1C=CN=CC=1)=[CH:11][C:10]([Cl:20])=[CH:9][CH:8]=2)(=[O:3])[CH3:2].[CH3:22][C:23]1[CH:30]=[CH:29][CH:28]=[CH:27][C:24]=1[CH:25]=O.[OH-].[Na+]. Product: [Cl:20][C:10]1[CH:11]=[C:12]2[C:7](=[CH:8][CH:9]=1)[NH:6][C:5](=[O:21])[C:4]([C:1](=[O:3])[CH:2]=[CH:22][C:23]1[CH:30]=[CH:29][CH:28]=[CH:27][C:24]=1[CH3:25])=[C:13]2[C:4]1[CH:5]=[N:6][CH:7]=[CH:12][CH:13]=1. The catalyst class is: 97.